From a dataset of Forward reaction prediction with 1.9M reactions from USPTO patents (1976-2016). Predict the product of the given reaction. Given the reactants C([O-])([O-])=O.[K+].[K+].[Br:7][C:8]1[CH:13]=[CH:12][C:11]([C:14]2[CH:19]=[CH:18][C:17]([OH:20])=[CH:16][CH:15]=2)=[CH:10][CH:9]=1.I[CH2:22][CH2:23][CH2:24][CH2:25][CH3:26], predict the reaction product. The product is: [Br:7][C:8]1[CH:9]=[CH:10][C:11]([C:14]2[CH:19]=[CH:18][C:17]([O:20][CH2:22][CH2:23][CH2:24][CH2:25][CH3:26])=[CH:16][CH:15]=2)=[CH:12][CH:13]=1.